Dataset: Forward reaction prediction with 1.9M reactions from USPTO patents (1976-2016). Task: Predict the product of the given reaction. (1) Given the reactants [N+:1]([C:4]1[CH:12]=[C:11]2[C:7]([CH2:8][CH2:9][C:10]2=O)=[CH:6][C:5]=1[NH:14][C:15](=[O:19])[O:16][CH2:17][CH3:18])([O-:3])=[O:2].[F:20][C:21]1[CH:27]=[CH:26][C:24]([NH2:25])=[CH:23][CH:22]=1.[B][B][B][B][B][B][B][B][B][B], predict the reaction product. The product is: [F:20][C:21]1[CH:27]=[CH:26][C:24]([NH:25][CH:10]2[C:11]3[C:7](=[CH:6][C:5]([NH:14][C:15](=[O:19])[O:16][CH2:17][CH3:18])=[C:4]([N+:1]([O-:3])=[O:2])[CH:12]=3)[CH2:8][CH2:9]2)=[CH:23][CH:22]=1. (2) Given the reactants Cl[C:2]1[N:7]=[CH:6][C:5]([CH2:8][OH:9])=[CH:4][C:3]=1[F:10].C([O-])([O-])=O.[K+].[K+].[CH2:17]([Zn]CC)[CH3:18], predict the reaction product. The product is: [CH2:17]([C:2]1[N:7]=[CH:6][C:5]([CH2:8][OH:9])=[CH:4][C:3]=1[F:10])[CH3:18]. (3) Given the reactants [CH2:1]([O:5][CH:6]1[CH2:11][CH2:10][CH2:9][CH2:8][O:7]1)[CH2:2][CH:3]=[CH2:4].ClC1C=C(C=CC=1)C(OO)=[O:17], predict the reaction product. The product is: [O:17]1[CH2:4][CH:3]1[CH2:2][CH2:1][O:5][CH:6]1[CH2:11][CH2:10][CH2:9][CH2:8][O:7]1. (4) Given the reactants Cl[C:2]1[N:3]=[CH:4][C:5]2[C:10]3([CH2:12][CH2:11]3)[C:9](=[O:13])[NH:8][C:6]=2[N:7]=1.[F:14][C:15]1[CH:16]=[C:17](B(O)O)[CH:18]=[CH:19][C:20]=1[O:21]C.C([O-])([O-])=O.[Cs+].[Cs+], predict the reaction product. The product is: [F:14][C:15]1[CH:16]=[C:17]([C:2]2[N:3]=[CH:4][C:5]3[C:10]4([CH2:12][CH2:11]4)[C:9](=[O:13])[NH:8][C:6]=3[N:7]=2)[CH:18]=[CH:19][C:20]=1[OH:21]. (5) Given the reactants [OH:1][CH2:2][C:3]1[CH:4]=[C:5]([S:9][C:10]2[CH:11]=[C:12]([CH:15]=[CH:16][N:17]=2)[C:13]#[N:14])[CH:6]=[CH:7][CH:8]=1.[OH:18][C:19]1[C:24]([CH2:25][CH2:26][CH3:27])=[C:23](O)[CH:22]=[CH:21][C:20]=1[C:29](=[O:31])[CH3:30], predict the reaction product. The product is: [C:29]([C:20]1[CH:21]=[CH:22][C:23]([O:1][CH2:2][C:3]2[CH:4]=[C:5]([S:9][C:10]3[CH:11]=[C:12]([CH:15]=[CH:16][N:17]=3)[C:13]#[N:14])[CH:6]=[CH:7][CH:8]=2)=[C:24]([CH2:25][CH2:26][CH3:27])[C:19]=1[OH:18])(=[O:31])[CH3:30]. (6) The product is: [CH2:1]([O:3][C:4](=[O:15])[C:5]([C:7]1[CH:12]=[CH:11][C:10]([O:13][Si:27]([C:23]([CH3:26])([CH3:25])[CH3:24])([CH3:30])[CH3:29])=[CH:9][C:8]=1[OH:14])=[O:6])[CH3:2]. Given the reactants [CH2:1]([O:3][C:4](=[O:15])[C:5]([C:7]1[CH:12]=[CH:11][C:10]([OH:13])=[CH:9][C:8]=1[OH:14])=[O:6])[CH3:2].C(N(CC)CC)C.[C:23]([Si:27]([CH3:30])([CH3:29])Cl)([CH3:26])([CH3:25])[CH3:24].O, predict the reaction product.